From a dataset of Full USPTO retrosynthesis dataset with 1.9M reactions from patents (1976-2016). Predict the reactants needed to synthesize the given product. (1) Given the product [F:1][C:2]1[CH:8]=[C:7]([F:9])[C:6]([N+:15]([O-:17])=[O:16])=[CH:5][C:3]=1[NH2:4], predict the reactants needed to synthesize it. The reactants are: [F:1][C:2]1[CH:8]=[C:7]([F:9])[CH:6]=[CH:5][C:3]=1[NH2:4].S(=O)(=O)(O)O.[N+:15]([O-])([OH:17])=[O:16]. (2) Given the product [CH3:1][O:2][C:3]1[CH:8]=[CH:7][C:6]([NH:9][CH2:10][C:11]2([C:15]([OH:17])=[O:16])[CH2:14][CH2:13][CH2:12]2)=[C:5]([CH3:20])[C:4]=1[CH3:21], predict the reactants needed to synthesize it. The reactants are: [CH3:1][O:2][C:3]1[CH:8]=[CH:7][C:6]([NH:9][CH2:10][C:11]2([C:15]([O:17]CC)=[O:16])[CH2:14][CH2:13][CH2:12]2)=[C:5]([CH3:20])[C:4]=1[CH3:21].[OH-].[K+]. (3) Given the product [Cl:1][C:2]1[S:9][C:8]2[CH:7]=[C:6]([C:10]([NH:15][C@@H:16]3[CH2:24][C:23]4[C:18](=[CH:19][CH:20]=[CH:21][CH:22]=4)[C@H:17]3[C:25]([CH2:34][CH2:35][O:36][CH2:37][CH3:38])([C:30]([O:32][CH3:33])=[O:31])[C:26]([O:28][CH3:29])=[O:27])=[O:12])[NH:5][C:4]=2[C:3]=1[Cl:13], predict the reactants needed to synthesize it. The reactants are: [Cl:1][C:2]1[S:9][C:8]2[CH:7]=[C:6]([C:10]([OH:12])=O)[NH:5][C:4]=2[C:3]=1[Cl:13].Cl.[NH2:15][C@@H:16]1[CH2:24][C:23]2[C:18](=[CH:19][CH:20]=[CH:21][CH:22]=2)[C@H:17]1[C:25]([CH2:34][CH2:35][O:36][CH2:37][CH3:38])([C:30]([O:32][CH3:33])=[O:31])[C:26]([O:28][CH3:29])=[O:27].C(N(CC)CC)C.C1C=CC2N(O)N=NC=2C=1.CCN=C=NCCCN(C)C. (4) Given the product [CH3:1][C:2]1[S:3][C:4]([CH3:12])=[CH:5][C:6]=1/[CH:7]=[CH:8]/[C:9]([Cl:15])=[O:10], predict the reactants needed to synthesize it. The reactants are: [CH3:1][C:2]1[S:3][C:4]([CH3:12])=[CH:5][C:6]=1/[CH:7]=[CH:8]/[C:9](O)=[O:10].S(Cl)([Cl:15])=O. (5) The reactants are: [CH:1]([S:4]([C:7]1[CH:16]=[CH:15][C:14]2[C:9](=[CH:10][CH:11]=[CH:12][CH:13]=2)[CH:8]=1)(=[O:6])=[O:5])([CH3:3])[CH3:2].C([Li])CCC.CCCCCC.I[CH2:29][CH2:30][C:31]([O:33][CH3:34])=[O:32]. Given the product [CH3:3][C:1]([S:4]([C:7]1[CH:16]=[CH:15][C:14]2[C:9](=[CH:10][CH:11]=[CH:12][CH:13]=2)[CH:8]=1)(=[O:6])=[O:5])([CH3:2])[CH2:29][CH2:30][C:31]([O:33][CH3:34])=[O:32], predict the reactants needed to synthesize it. (6) The reactants are: [NH:1]1[C:9]2[C:4](=[CH:5][CH:6]=[CH:7][CH:8]=2)[CH:3]=[CH:2]1.[OH-].[Na+]. Given the product [NH2:1][CH2:2][CH2:3][CH2:4][C:2]1[NH:1][C:9]2[C:4]([CH:3]=1)=[CH:5][CH:6]=[CH:7][CH:8]=2, predict the reactants needed to synthesize it. (7) Given the product [NH:10]1[C:11]2[C:16](=[CH:15][CH:14]=[CH:13][CH:12]=2)[C:8]([N:2]2[CH2:7][CH2:6][N:5]([CH2:18][CH2:19][C:20]3[CH:21]=[C:22]4[C:27](=[CH:28][CH:29]=3)[NH:26][C:25](=[O:30])[CH2:24][C:23]4([CH3:31])[CH3:32])[CH2:4][CH2:3]2)=[N:9]1, predict the reactants needed to synthesize it. The reactants are: Cl.[N:2]1([C:8]2[C:16]3[C:11](=[CH:12][CH:13]=[CH:14][CH:15]=3)[NH:10][N:9]=2)[CH2:7][CH2:6][NH:5][CH2:4][CH2:3]1.Cl[CH2:18][CH2:19][C:20]1[CH:21]=[C:22]2[C:27](=[CH:28][CH:29]=1)[NH:26][C:25](=[O:30])[CH2:24][C:23]2([CH3:32])[CH3:31].CO. (8) Given the product [ClH:20].[ClH:35].[NH:24]1[CH2:23][CH:22]([C:16]2[C:15]([O:33][CH3:34])=[C:14]([CH:12]([N:8]3[C:4]4=[N:5][CH:6]=[N:7][C:2]([NH2:1])=[C:3]4[C:10]([CH3:11])=[N:9]3)[CH3:13])[CH:19]=[C:18]([Cl:20])[C:17]=2[CH3:21])[CH2:25]1, predict the reactants needed to synthesize it. The reactants are: [NH2:1][C:2]1[N:7]=[CH:6][N:5]=[C:4]2[N:8]([CH:12]([C:14]3[C:15]([O:33][CH3:34])=[C:16]([CH:22]4[CH2:25][N:24](C(OC(C)(C)C)=O)[CH2:23]4)[C:17]([CH3:21])=[C:18]([Cl:20])[CH:19]=3)[CH3:13])[N:9]=[C:10]([CH3:11])[C:3]=12.[ClH:35].O1CCOCC1. (9) Given the product [NH:25]1[C:29]2[C:28](=[CH:33][CH:32]=[CH:31][CH:30]=2)[CH:2]=[C:3]1[CH2:10][C:11]([OH:13])=[O:12], predict the reactants needed to synthesize it. The reactants are: N1C2C(=CC=CC=2)[C:3]([CH2:10][C:11]([OH:13])=[O:12])=[CH:2]1.C(N=C=NC(C)C)(C)C.O.O[N:25]1[C:29]2[CH:30]=[CH:31][CH:32]=[CH:33][C:28]=2N=N1.